Dataset: Forward reaction prediction with 1.9M reactions from USPTO patents (1976-2016). Task: Predict the product of the given reaction. (1) The product is: [O:20]=[C:18]1[CH2:19][N:15]([C:13]([O:12][C:8]([CH3:11])([CH3:9])[CH3:10])=[O:14])[C@H:16]([C:21]([O:23][CH3:3])=[O:22])[CH2:17]1. Given the reactants [N+](=[CH2:3])=[N-].C[SiH](C)C.[C:8]([O:12][C:13]([N:15]1[CH2:19][C:18](=[O:20])[CH2:17][C@H:16]1[C:21]([OH:23])=[O:22])=[O:14])([CH3:11])([CH3:10])[CH3:9], predict the reaction product. (2) Given the reactants C[O:2][C:3]1[C:12](=O)[N:11]([CH3:14])[C:10]2[N:9]=[CH:8][N:7]=[C:6]([N:15]3[CH2:31][CH2:30][C:18]4([N:22]([C:23]5[CH:28]=[CH:27][CH:26]=[CH:25][CH:24]=5)[CH2:21][NH:20][C:19]4=[O:29])[CH2:17][CH2:16]3)[C:5]=2[N:4]=1.[OH2:32].[OH-].[Li+].Cl, predict the reaction product. The product is: [CH3:14][N:11]1[C:12]([C:3]([OH:32])=[O:2])=[N:4][C:5]2[C:10]1=[N:9][CH:8]=[N:7][C:6]=2[N:15]1[CH2:31][CH2:30][C:18]2([N:22]([C:23]3[CH:28]=[CH:27][CH:26]=[CH:25][CH:24]=3)[CH2:21][NH:20][C:19]2=[O:29])[CH2:17][CH2:16]1. (3) Given the reactants [N:1]1[CH:6]=[CH:5][C:4]([C:7](=O)[CH2:8][C:9]2[CH:13]=[CH:12][S:11][CH:10]=2)=[CH:3][CH:2]=1.[CH2:15]([O:17][C:18]1[CH:19]=[C:20]([CH:23]=[C:24]([N+:27]([O-:29])=[O:28])[C:25]=1[OH:26])[CH:21]=O)[CH3:16].[NH2:30][C:31]([NH2:33])=[O:32].[ClH:34], predict the reaction product. The product is: [CH2:15]([O:17][C:18]1[CH:19]=[C:20]([CH:21]2[C:8]([C:9]3[CH:13]=[CH:12][S:11][CH:10]=3)=[C:7]([C:4]3[CH:5]=[CH:6][N:1]=[CH:2][CH:3]=3)[NH:33][C:31](=[O:32])[NH:30]2)[CH:23]=[C:24]([N+:27]([O-:29])=[O:28])[C:25]=1[OH:26])[CH3:16].[ClH:34]. (4) Given the reactants [C:1]([O:5][C:6]([N:8]1[CH2:14][CH2:13][CH2:12][N:11]([C:15]2[CH:20]=[C:19]([N+:21]([O-])=O)[CH:18]=[CH:17][C:16]=2[O:24][CH3:25])[CH2:10][CH2:9]1)=[O:7])([CH3:4])([CH3:3])[CH3:2], predict the reaction product. The product is: [C:1]([O:5][C:6]([N:8]1[CH2:14][CH2:13][CH2:12][N:11]([C:15]2[CH:20]=[C:19]([NH2:21])[CH:18]=[CH:17][C:16]=2[O:24][CH3:25])[CH2:10][CH2:9]1)=[O:7])([CH3:4])([CH3:3])[CH3:2]. (5) Given the reactants [F:1][C:2]1[CH:3]=[C:4]2[C:9](=[CH:10][C:11]=1F)[N:8]([CH2:13][CH2:14][F:15])[CH:7]=[C:6]([C:16]([OH:18])=[O:17])[C:5]2=[O:19].[CH:20]1([NH:23][CH2:24][C@@H:25]2[C@H:29]([F:30])[CH2:28][NH:27][CH2:26]2)[CH2:22][CH2:21]1, predict the reaction product. The product is: [CH:20]1([NH:23][CH2:24][C@@H:25]2[C@H:29]([F:30])[CH2:28][N:27]([C:11]3[CH:10]=[C:9]4[C:4]([C:5](=[O:19])[C:6]([C:16]([OH:18])=[O:17])=[CH:7][N:8]4[CH2:13][CH2:14][F:15])=[CH:3][C:2]=3[F:1])[CH2:26]2)[CH2:22][CH2:21]1.